From a dataset of Full USPTO retrosynthesis dataset with 1.9M reactions from patents (1976-2016). Predict the reactants needed to synthesize the given product. (1) Given the product [ClH:1].[N:2]1([CH2:7][CH2:8][CH2:9][O:10][C:11]2[CH:12]=[CH:13][C:14]([C@@H:17]3[O:22][CH2:21][CH2:20][NH:19][CH2:18]3)=[CH:15][CH:16]=2)[CH2:6][CH2:5][CH2:4][CH2:3]1, predict the reactants needed to synthesize it. The reactants are: [ClH:1].[N:2]1([CH2:7][CH2:8][CH2:9][O:10][C:11]2[CH:16]=[CH:15][C:14]([C@@H:17]3[O:22][CH2:21][CH2:20][N:19](C(OC(C)(C)C)=O)[CH2:18]3)=[CH:13][CH:12]=2)[CH2:6][CH2:5][CH2:4][CH2:3]1. (2) Given the product [CH3:1][C:2]1[N:3]=[C:4]([C:14]([F:17])([F:16])[F:15])[C:5]([NH2:8])=[N:6][CH:7]=1, predict the reactants needed to synthesize it. The reactants are: [CH3:1][C:2]1[N:3]=[CH:4][C:5]([NH2:8])=[N:6][CH:7]=1.S(=O)(=O)(O)O.[C:14](I)([F:17])([F:16])[F:15].OO. (3) Given the product [CH3:2][C:3]1[C:7]2[N:8]=[CH:9][N:10]=[C:11]([NH:12][N:13]=[CH:20][C:16]3[CH:15]=[N:14][CH:19]=[CH:18][CH:17]=3)[C:6]=2[S:5][CH:4]=1, predict the reactants needed to synthesize it. The reactants are: Cl.[CH3:2][C:3]1[C:7]2[N:8]=[CH:9][N:10]=[C:11]([NH:12][NH2:13])[C:6]=2[S:5][CH:4]=1.[N:14]1[CH:19]=[CH:18][CH:17]=[C:16]([CH:20]=O)[CH:15]=1. (4) Given the product [C:7]([C:9]1[CH:10]=[C:11]([S:16]([NH:19][C:20]2[S:24][N:23]=[CH:22][N:21]=2)(=[O:18])=[O:17])[CH:12]=[CH:13][C:14]=1[O:36][C:27]1[CH:28]=[CH:29][C:30]([C:32]([F:33])([F:34])[F:35])=[CH:31][C:26]=1[I:25])#[N:8], predict the reactants needed to synthesize it. The reactants are: C(=O)([O-])[O-].[K+].[K+].[C:7]([C:9]1[CH:10]=[C:11]([S:16]([NH:19][C:20]2[S:24][N:23]=[CH:22][N:21]=2)(=[O:18])=[O:17])[CH:12]=[CH:13][C:14]=1F)#[N:8].[I:25][C:26]1[CH:31]=[C:30]([C:32]([F:35])([F:34])[F:33])[CH:29]=[CH:28][C:27]=1[OH:36]. (5) The reactants are: [OH-].[Na+].[C:3]([C:7]1[CH:12]=[CH:11][C:10]([C:13]2[C:14]([C:20]([O:22]CC3C=CC=CC=3)=[O:21])=[CH:15][CH:16]=[CH:17][C:18]=2[CH3:19])=[CH:9][CH:8]=1)([CH3:6])([CH3:5])[CH3:4]. Given the product [C:3]([C:7]1[CH:12]=[CH:11][C:10]([C:13]2[C:14]([C:20]([OH:22])=[O:21])=[CH:15][CH:16]=[CH:17][C:18]=2[CH3:19])=[CH:9][CH:8]=1)([CH3:6])([CH3:4])[CH3:5], predict the reactants needed to synthesize it. (6) Given the product [NH2:35][C:36]1[N:41]=[CH:40][C:39]([C:2]2[N:3]=[C:4]([N:29]3[CH2:34][CH2:33][O:32][CH2:31][CH2:30]3)[C:5]3[S:10][C:9]([C:11]4[CH:12]=[C:13]([NH:17][C:18]([CH2:20][NH:21][C:22](=[O:28])[O:23][C:24]([CH3:27])([CH3:26])[CH3:25])=[O:19])[CH:14]=[CH:15][CH:16]=4)=[CH:8][C:6]=3[N:7]=2)=[CH:38][N:37]=1, predict the reactants needed to synthesize it. The reactants are: Cl[C:2]1[N:3]=[C:4]([N:29]2[CH2:34][CH2:33][O:32][CH2:31][CH2:30]2)[C:5]2[S:10][C:9]([C:11]3[CH:12]=[C:13]([NH:17][C:18]([CH2:20][NH:21][C:22](=[O:28])[O:23][C:24]([CH3:27])([CH3:26])[CH3:25])=[O:19])[CH:14]=[CH:15][CH:16]=3)=[CH:8][C:6]=2[N:7]=1.[NH2:35][C:36]1[N:41]=[CH:40][C:39](B2OC(C)(C)C(C)(C)O2)=[CH:38][N:37]=1. (7) Given the product [Cl:65][C:61]1[CH:60]=[C:59]([C:56]2[CH:55]=[CH:54][C:53]([CH2:52][C@@H:51]([NH:66][C:13]([C:11]3[O:10][N:9]=[C:8]([C:3]4[CH:4]=[CH:5][CH:6]=[CH:7][C:2]=4[F:1])[CH:12]=3)=[O:15])[CH2:50][C@@H:49]([OH:67])[C:48]([OH:68])=[O:47])=[CH:58][CH:57]=2)[CH:64]=[CH:63][CH:62]=1, predict the reactants needed to synthesize it. The reactants are: [F:1][C:2]1[CH:7]=[CH:6][CH:5]=[CH:4][C:3]=1[C:8]1[CH:12]=[C:11]([C:13]([OH:15])=O)[O:10][N:9]=1.CN(C(ON1N=NC2C=CC=NC1=2)=[N+](C)C)C.F[P-](F)(F)(F)(F)F.CN(C=O)C.C([O:47][C:48](=[O:68])[C@H:49]([OH:67])[CH2:50][C@H:51]([NH2:66])[CH2:52][C:53]1[CH:58]=[CH:57][C:56]([C:59]2[CH:64]=[CH:63][CH:62]=[C:61]([Cl:65])[CH:60]=2)=[CH:55][CH:54]=1)C.CCN(C(C)C)C(C)C.CO.O. (8) Given the product [CH2:1]([CH:3]([O:6][C:7]1[N:15]=[C:14]([CH3:16])[N:13]=[C:12]2[C:8]=1[N:9]([CH3:27])[C:10](=[O:26])[N:11]2[C:17]1[C:22]([CH3:23])=[CH:21][C:20]([CH3:24])=[CH:19][C:18]=1[CH3:25])[CH2:4][CH3:5])[CH3:2], predict the reactants needed to synthesize it. The reactants are: [CH2:1]([CH:3]([O:6][C:7]1[N:15]=[C:14]([CH3:16])[N:13]=[C:12]2[C:8]=1[NH:9][C:10](=[O:26])[N:11]2[C:17]1[C:22]([CH3:23])=[CH:21][C:20]([CH3:24])=[CH:19][C:18]=1[CH3:25])[CH2:4][CH3:5])[CH3:2].[CH3:27][Si]([N-][Si](C)(C)C)(C)C.[Li+].